The task is: Predict which catalyst facilitates the given reaction.. This data is from Catalyst prediction with 721,799 reactions and 888 catalyst types from USPTO. (1) Reactant: Br[C:2]1[CH:8]=[C:7]([C:9]([F:12])([F:11])[F:10])[CH:6]=[CH:5][C:3]=1[NH2:4].[C:13]([O:17][C:18]([N:20]1[CH2:25][CH:24]=[C:23](B2OC(C)(C)C(C)(C)O2)[CH2:22][CH2:21]1)=[O:19])([CH3:16])([CH3:15])[CH3:14]. Product: [C:13]([O:17][C:18]([N:20]1[CH2:25][CH2:24][CH:23]([C:2]2[CH:8]=[C:7]([C:9]([F:12])([F:11])[F:10])[CH:6]=[CH:5][C:3]=2[NH2:4])[CH2:22][CH2:21]1)=[O:19])([CH3:16])([CH3:14])[CH3:15]. The catalyst class is: 12. (2) Reactant: [Cl:1][C:2]1[C:3]([C:9](=[N:22][O:23][C:24]([CH3:27])([CH3:26])[CH3:25])[CH2:10][N:11]2C(=O)C3=CC=CC=C3C2=O)=[N:4][CH:5]=[C:6]([Cl:8])[CH:7]=1.O.NN. Product: [C:24]([O:23][N:22]=[C:9]([C:3]1[C:2]([Cl:1])=[CH:7][C:6]([Cl:8])=[CH:5][N:4]=1)[CH2:10][NH2:11])([CH3:27])([CH3:25])[CH3:26]. The catalyst class is: 8. (3) The catalyst class is: 91. Product: [NH2:1][C:2]1[C:3]([C:8]([NH:53][C@H:51]([C:46]2[CH:47]=[CH:48][C:49]([F:50])=[C:44]([F:43])[CH:45]=2)[CH3:52])=[O:10])=[N:4][CH:5]=[CH:6][N:7]=1. Reactant: [NH2:1][C:2]1[C:3]([C:8]([OH:10])=O)=[N:4][CH:5]=[CH:6][N:7]=1.CCN(CC)CC.CN(C(ON1N=NC2C=CC=CC1=2)=[N+](C)C)C.F[P-](F)(F)(F)(F)F.Cl.[F:43][C:44]1[CH:45]=[C:46]([C@@H:51]([NH2:53])[CH3:52])[CH:47]=[CH:48][C:49]=1[F:50]. (4) Reactant: [C:1]([C:3]1[CH:25]=[CH:24][C:6]([CH2:7][NH:8][C:9](=[O:23])[CH:10]([O:20][CH2:21][CH3:22])[C:11]2[CH:16]=[CH:15][C:14]([O:17][CH3:18])=[C:13]([OH:19])[CH:12]=2)=[CH:5][CH:4]=1)#[N:2].C([O-])([O-])=O.[K+].[K+].Br[CH2:33][C:34]([O:36][CH2:37][CH3:38])=[O:35]. Product: [CH2:37]([O:36][C:34](=[O:35])[CH2:33][O:19][C:13]1[CH:12]=[C:11]([CH:10]([C:9](=[O:23])[NH:8][CH2:7][C:6]2[CH:5]=[CH:4][C:3]([C:1]#[N:2])=[CH:25][CH:24]=2)[O:20][CH2:21][CH3:22])[CH:16]=[CH:15][C:14]=1[O:17][CH3:18])[CH3:38]. The catalyst class is: 31. (5) Reactant: [CH2:1]([O:3][C:4](=[O:32])[CH2:5][CH2:6][CH2:7][CH2:8][CH2:9][CH2:10][N:11]([C:26]1[CH:31]=[CH:30][CH:29]=[CH:28][N:27]=1)[C:12]1[CH:17]=[C:16](OS(C(F)(F)F)(=O)=O)[CH:15]=[CH:14][N:13]=1)[CH3:2].CC1(C)C(C)(C)OB([C:41]2[CH:47]=[CH:46][C:44]([NH2:45])=[CH:43][CH:42]=2)O1.C(=O)([O-])[O-].[K+].[K+].O. Product: [CH2:1]([O:3][C:4](=[O:32])[CH2:5][CH2:6][CH2:7][CH2:8][CH2:9][CH2:10][N:11]([C:12]1[CH:17]=[C:16]([C:41]2[CH:47]=[CH:46][C:44]([NH2:45])=[CH:43][CH:42]=2)[CH:15]=[CH:14][N:13]=1)[C:26]1[CH:31]=[CH:30][CH:29]=[CH:28][N:27]=1)[CH3:2]. The catalyst class is: 109. (6) Reactant: [Cl:1][C:2]1[CH:3]=[C:4]([C:10]2[N:15]=[N:14][C:13]([O:16][CH2:17][C:18]3[CH:25]=[CH:24][C:21]([CH:22]=O)=[CH:20][CH:19]=3)=[N:12][CH:11]=2)[CH:5]=[C:6]([Cl:9])[C:7]=1[OH:8].[C:26]1([CH2:36][NH2:37])[C:35]2[C:30](=[CH:31][CH:32]=[CH:33][CH:34]=2)[CH:29]=[CH:28][CH:27]=1. Product: [Cl:9][C:6]1[CH:5]=[C:4]([C:10]2[N:15]=[N:14][C:13]([O:16][CH2:17][C:18]3[CH:25]=[CH:24][C:21]([CH2:22][NH:37][CH2:36][C:26]4[C:35]5[C:30](=[CH:31][CH:32]=[CH:33][CH:34]=5)[CH:29]=[CH:28][CH:27]=4)=[CH:20][CH:19]=3)=[N:12][CH:11]=2)[CH:3]=[C:2]([Cl:1])[C:7]=1[OH:8]. The catalyst class is: 411. (7) Reactant: [Cl:1][C:2]1[C:11]2[C:6](=[CH:7][CH:8]=[CH:9][CH:10]=2)[CH:5]=[CH:4][C:3]=1[NH2:12].Cl[C:14]1[C:19]([C:20]([O:22][CH2:23][CH3:24])=[O:21])=[CH:18][N:17]=[C:16]([Cl:25])[CH:15]=1.Cl. Product: [Cl:25][C:16]1[CH:15]=[C:14]([NH:12][C:3]2[CH:4]=[CH:5][C:6]3[C:11](=[CH:10][CH:9]=[CH:8][CH:7]=3)[C:2]=2[Cl:1])[C:19]([C:20]([O:22][CH2:23][CH3:24])=[O:21])=[CH:18][N:17]=1. The catalyst class is: 14. (8) Reactant: [C:1]([N:8]1[CH2:13][CH2:12][NH:11][CH2:10][CH2:9]1)([O:3][C:4]([CH3:7])([CH3:6])[CH3:5])=[O:2].[Cl:14][C:15]1[N:16]=[C:17]([C:24]#[N:25])[C:18]([C:22]#[N:23])=[N:19][C:20]=1Cl. Product: [C:4]([O:3][C:1]([N:8]1[CH2:9][CH2:10][N:11]([C:20]2[C:15]([Cl:14])=[N:16][C:17]([C:24]#[N:25])=[C:18]([C:22]#[N:23])[N:19]=2)[CH2:12][CH2:13]1)=[O:2])([CH3:7])([CH3:6])[CH3:5]. The catalyst class is: 7. (9) Reactant: CS(O[C@H:6]1[CH2:11][CH2:10][CH2:9][CH2:8][C@@H:7]1[N:12]1[C:16]([C:17]2[CH:22]=[CH:21][CH:20]=[CH:19][CH:18]=2)=[C:15]([C:23]([O:25][CH2:26][CH3:27])=[O:24])[N:14]=[CH:13]1)(=O)=O.[N-:28]=[N+:29]=[N-:30].[Na+]. Product: [N:28]([C@@H:6]1[CH2:11][CH2:10][CH2:9][CH2:8][C@@H:7]1[N:12]1[C:16]([C:17]2[CH:22]=[CH:21][CH:20]=[CH:19][CH:18]=2)=[C:15]([C:23]([O:25][CH2:26][CH3:27])=[O:24])[N:14]=[CH:13]1)=[N+:29]=[N-:30]. The catalyst class is: 16.